Task: Predict hERG channel inhibition at various concentrations.. Dataset: hERG Central: cardiac toxicity at 1µM, 10µM, and general inhibition Results: hERG_inhib (hERG inhibition (general)): blocker. The compound is CCOC(=O)c1c2n(c3c(NCc4ccccc4)ncnc13)CCCC2.